This data is from Reaction yield outcomes from USPTO patents with 853,638 reactions. The task is: Predict the reaction yield, written as a fraction of the theoretical maximum amount of product (1.0 means a 100% yield; for example, 0.34 means a 34% yield). (1) The reactants are [NH2:1][CH2:2][CH2:3][C:4]1[CH:9]=[CH:8][C:7]([C:10]2[CH:15]=[CH:14][C:13]([CH:16]([CH3:25])[CH2:17][NH:18][S:19]([CH:22]([CH3:24])[CH3:23])(=[O:21])=[O:20])=[CH:12][CH:11]=2)=[CH:6][CH:5]=1.C(N(CC)CC)C.[CH3:33][S:34](Cl)(=[O:36])=[O:35].C(OCC)(=O)C.CCCCCC. The catalyst is ClCCl. The product is [CH3:33][S:34]([NH:1][CH2:2][CH2:3][C:4]1[CH:5]=[CH:6][C:7]([C:10]2[CH:15]=[CH:14][C:13]([CH:16]([CH3:25])[CH2:17][NH:18][S:19]([CH:22]([CH3:24])[CH3:23])(=[O:21])=[O:20])=[CH:12][CH:11]=2)=[CH:8][CH:9]=1)(=[O:36])=[O:35]. The yield is 0.940. (2) The reactants are [Cl:1][C:2]1[N:7]=[C:6](S(C)(=O)=O)[N:5]=[C:4]([N:12]2[CH2:17][CH2:16][O:15][CH2:14][CH2:13]2)[CH:3]=1.C1COCC1.[CH2:23]([CH2:25][NH2:26])[OH:24].CCN(C(C)C)C(C)C. The catalyst is CN(C=O)C. The product is [Cl:1][C:2]1[CH:3]=[C:4]([N:12]2[CH2:17][CH2:16][O:15][CH2:14][CH2:13]2)[N:5]=[C:6]([NH:26][CH2:25][CH2:23][OH:24])[N:7]=1. The yield is 0.870. (3) The reactants are [CH2:1]=[CH:2][C:3]1[CH:8]=[CH:7][CH:6]=[CH:5][CH:4]=1.[Cl:9][SiH:10]([Cl:12])[Cl:11]. The catalyst is [Cl-].C([P+](C1C=CC=CC=1)(C1C=CC=CC=1)C1C=CC=CC=1)C1C=CC=CC=1. The product is [C:3]1([CH2:2][CH2:1][Si:10]([Cl:12])([Cl:11])[Cl:9])[CH:8]=[CH:7][CH:6]=[CH:5][CH:4]=1. The yield is 0.220.